This data is from Retrosynthesis with 50K atom-mapped reactions and 10 reaction types from USPTO. The task is: Predict the reactants needed to synthesize the given product. (1) Given the product CN(Cc1cccc(-c2ccc(CC3SC(=O)NC3=O)cc2)c1)C(=O)Cc1ccccc1, predict the reactants needed to synthesize it. The reactants are: CNCc1cccc(-c2ccc(CC3SC(=O)NC3=O)cc2)c1.O=C(Cl)Cc1ccccc1. (2) Given the product Cn1cc(C(=O)C(=O)N[C@@H]2CN3CCC2CC3)c2ccccc21, predict the reactants needed to synthesize it. The reactants are: Cn1cc(C(=O)C(=O)Cl)c2ccccc21.N[C@@H]1CN2CCC1CC2.